This data is from Forward reaction prediction with 1.9M reactions from USPTO patents (1976-2016). The task is: Predict the product of the given reaction. (1) Given the reactants [C:1]([O:5][C:6]([NH:8][C:9]1[C:13]([C:14]([OH:16])=O)=[CH:12][N:11]([CH3:17])[N:10]=1)=[O:7])([CH3:4])([CH3:3])[CH3:2].Cl.[Cl:19][C:20]1[CH:25]=[CH:24][C:23]([CH:26]2[CH2:31][CH2:30][CH2:29][NH:28][CH2:27]2)=[C:22]([C:32]([F:35])([F:34])[F:33])[CH:21]=1.C(N(CC)CC)C.C(Cl)CCl.C1C=NC2N(O)N=NC=2C=1, predict the reaction product. The product is: [Cl:19][C:20]1[CH:25]=[CH:24][C:23]([CH:26]2[CH2:31][CH2:30][CH2:29][N:28]([C:14]([C:13]3[C:9]([NH:8][C:6](=[O:7])[O:5][C:1]([CH3:2])([CH3:3])[CH3:4])=[N:10][N:11]([CH3:17])[CH:12]=3)=[O:16])[CH2:27]2)=[C:22]([C:32]([F:35])([F:33])[F:34])[CH:21]=1. (2) Given the reactants [C:1]([O:4][CH2:5][CH:6]1[C:11]([N:21]2[C:33](=[O:34])[C:32]3[S:31][C:30]4[CH2:29][CH2:28][CH2:27][CH2:26][C:25]=4[C:24]=3[CH2:23][CH2:22]2)(B2OC(C)(C)C(C)(C)O2)[CH:10]=[C:9]([F:35])[CH:8]=[CH:7]1)(=[O:3])[CH3:2].Br[C:37]1[CH:38]=[C:39]([NH:45][C:46]2[CH:51]=[CH:50][C:49]([N:52]3[CH2:57][CH2:56][N:55]([CH:58]4[CH2:61][O:60][CH2:59]4)[CH2:54][CH2:53]3)=[CH:48][N:47]=2)[C:40](=[O:44])[N:41]([CH3:43])[CH:42]=1, predict the reaction product. The product is: [C:1]([O:4][CH2:5][C:6]1[C:11]([N:21]2[C:33](=[O:34])[C:32]3[S:31][C:30]4[CH2:29][CH2:28][CH2:27][CH2:26][C:25]=4[C:24]=3[CH2:23][CH2:22]2)=[CH:10][C:9]([F:35])=[CH:8][C:7]=1[C:37]1[CH:38]=[C:39]([NH:45][C:46]2[CH:51]=[CH:50][C:49]([N:52]3[CH2:57][CH2:56][N:55]([CH:58]4[CH2:59][O:60][CH2:61]4)[CH2:54][CH2:53]3)=[CH:48][N:47]=2)[C:40](=[O:44])[N:41]([CH3:43])[CH:42]=1)(=[O:3])[CH3:2]. (3) Given the reactants C[O:2][C:3]1[CH:4]=[C:5]2[C:10](=[CH:11][CH:12]=1)[C:9]([C:13]([C:15]1[CH:20]=[CH:19][C:18]([O:21][CH2:22][CH2:23][N:24]3[CH2:29][CH2:28][CH2:27][CH2:26][CH2:25]3)=[CH:17][CH:16]=1)=[O:14])=[C:8]([C:30]1[C:35]([F:36])=[CH:34][C:33]([F:37])=[CH:32][C:31]=1[F:38])[CH:7]=[CH:6]2.Cl.B(Br)(Br)Br.C(=O)(O)[O-].[Na+], predict the reaction product. The product is: [OH:2][C:3]1[CH:4]=[C:5]2[C:10](=[CH:11][CH:12]=1)[C:9]([C:13]([C:15]1[CH:20]=[CH:19][C:18]([O:21][CH2:22][CH2:23][N:24]3[CH2:25][CH2:26][CH2:27][CH2:28][CH2:29]3)=[CH:17][CH:16]=1)=[O:14])=[C:8]([C:30]1[C:35]([F:36])=[CH:34][C:33]([F:37])=[CH:32][C:31]=1[F:38])[CH:7]=[CH:6]2. (4) Given the reactants C[O:2][C:3](=[O:14])[C:4]1[CH:9]=[CH:8][C:7]([S:10](=[O:13])(=[O:12])N)=[N:6][CH:5]=1.[H-].[Na+].CI.C[N:20]([CH:22]=O)[CH3:21], predict the reaction product. The product is: [CH3:22][N:20]([CH3:21])[S:10]([C:7]1[CH:8]=[CH:9][C:4]([C:3]([OH:14])=[O:2])=[CH:5][N:6]=1)(=[O:12])=[O:13]. (5) Given the reactants [CH3:1][O:2][C:3]([C:5]1[C:6]([OH:24])=[C:7]2[C:12](=[CH:13][N:14]=1)[N:11]([CH2:15][C:16]1[CH:21]=[CH:20][CH:19]=[CH:18][CH:17]=1)[C:10](=[O:22])[C:9](Br)=[CH:8]2)=[O:4].C([Sn](CCCC)(CCCC)[C:30]1[CH:35]=[CH:34][CH:33]=[C:32]([C:36]([F:39])([F:38])[F:37])[CH:31]=1)CCC.CCOC(C)=O.Cl, predict the reaction product. The product is: [CH3:1][O:2][C:3]([C:5]1[C:6]([OH:24])=[C:7]2[C:12](=[CH:13][N:14]=1)[N:11]([CH2:15][C:16]1[CH:21]=[CH:20][CH:19]=[CH:18][CH:17]=1)[C:10](=[O:22])[C:9]([C:30]1[CH:35]=[CH:34][CH:33]=[C:32]([C:36]([F:39])([F:38])[F:37])[CH:31]=1)=[CH:8]2)=[O:4].